This data is from Reaction yield outcomes from USPTO patents with 853,638 reactions. The task is: Predict the reaction yield, written as a fraction of the theoretical maximum amount of product (1.0 means a 100% yield; for example, 0.34 means a 34% yield). (1) The reactants are Br[C:2]1[CH:8]=[CH:7][C:5]([NH2:6])=[C:4]([CH2:9][CH3:10])[CH:3]=1.[CH3:11][PH:12](=[O:14])[CH3:13].P([O-])([O-])([O-])=O.[K+].[K+].[K+]. The catalyst is CN(C=O)C.C([O-])(=O)C.[Pd+2].C([O-])(=O)C.CC1(C)C2C(=C(P(C3C=CC=CC=3)C3C=CC=CC=3)C=CC=2)OC2C(P(C3C=CC=CC=3)C3C=CC=CC=3)=CC=CC1=2. The product is [CH3:11][P:12]([C:2]1[CH:8]=[CH:7][C:5]([NH2:6])=[C:4]([CH2:9][CH3:10])[CH:3]=1)([CH3:13])=[O:14]. The yield is 0.780. (2) The reactants are [CH2:1]([O:3][C:4]([C:6]1[CH:15](C2C=CC=CC=2Cl)[C:14]2[C:13](=[O:23])[CH2:12][C:11]([CH3:25])([CH3:24])[CH2:10][C:9]=2[NH:8][C:7]=1[CH2:26][O:27][CH2:28][CH2:29][N:30]=[N+]=[N-])=[O:5])[CH3:2].[Sn](Cl)Cl.C([O-])(O)=O.[Na+].[CH2:41]([Cl:43])Cl.CO. The catalyst is O.C(Cl)Cl. The product is [CH2:1]([O:3][C:4]([C:6]1[CH2:15][C:14]2[C:13](=[O:23])[CH2:12][C:11]([CH3:25])([CH3:24])[CH2:10][C:9]=2[N:8]([C:14]2[CH:15]=[CH:6][CH:7]=[CH:26][C:41]=2[Cl:43])[C:7]=1[CH2:26][O:27][CH2:28][CH2:29][NH2:30])=[O:5])[CH3:2]. The yield is 0.828.